Task: Binary Classification. Given a drug SMILES string, predict its activity (active/inactive) in a high-throughput screening assay against a specified biological target.. Dataset: HIV replication inhibition screening data with 41,000+ compounds from the AIDS Antiviral Screen (1) The compound is N=c1[nH]nc(CCC(=O)Nc2cc(Cl)ccc2Cl)n1N. The result is 0 (inactive). (2) The molecule is O=C(c1ccc(Cl)cc1)c1ccc(OCCSCCCCCCCCCCSCCOc2ccc(C(=O)c3ccc(Cl)cc3)cc2)cc1. The result is 0 (inactive). (3) The molecule is COc1ccccc1NC(=O)C(=CN1C(=O)C(=Cc2cc(OC)c(OC)c(OC)c2)SC1=S)C(C)=O. The result is 0 (inactive). (4) The result is 0 (inactive). The drug is C1=CC2=[S+][Mn+2]3([OH+]N2C=C1)[OH+]N1C=CC=CC1=[S+]3. (5) The compound is O=C1NC(=O)C(SSC2C(=O)NC(=O)NC2=O)C(=O)N1. The result is 0 (inactive). (6) The drug is O=C1NC(O)C2ON=C(c3ccccc3)C12. The result is 0 (inactive). (7) The compound is Cc1cc(S(=O)(=O)Nc2nc(N)nc(N3CCOCC3)n2)c(S)cc1Cl. The result is 1 (active). (8) The drug is COc1ccc(C2CC(=O)Oc3ccccc3O2)cc1. The result is 0 (inactive). (9) The molecule is CS(=O)(=O)O.O=[N+]([O-])c1cccc2nc3ccccc3c(NCCC[N+]3([O-])CCOCC3)c12. The result is 0 (inactive).